Task: Binary Classification. Given a drug SMILES string, predict its activity (active/inactive) in a high-throughput screening assay against a specified biological target.. Dataset: HIV replication inhibition screening data with 41,000+ compounds from the AIDS Antiviral Screen (1) The compound is O=C(Cc1ccccc1)NN1C(=O)C(=Cc2ccc([N+](=O)[O-])cc2)SC1=Nc1ccccc1. The result is 0 (inactive). (2) The drug is CCNC(=O)N(CC)CN(CC)C(=O)NCC. The result is 0 (inactive). (3) The compound is CCC(=C(C#N)c1ccc(OC)cc1)c1ccc(N(C)C)cc1. The result is 0 (inactive).